Dataset: Full USPTO retrosynthesis dataset with 1.9M reactions from patents (1976-2016). Task: Predict the reactants needed to synthesize the given product. (1) Given the product [CH3:27][C@H:28]([O:1][C:2]1[CH:3]=[C:4]([CH:18]=[C:19]([O:21][C@@H:22]([CH3:26])[CH2:23][O:24][CH3:25])[CH:20]=1)[C:5]([NH:7][C:8]1[N:13]=[CH:12][C:11]([C:14]([O:16][CH3:17])=[O:15])=[CH:10][CH:9]=1)=[O:6])[CH2:29][C:30]1[O:31][CH:32]=[CH:33][CH:34]=1, predict the reactants needed to synthesize it. The reactants are: [OH:1][C:2]1[CH:3]=[C:4]([CH:18]=[C:19]([O:21][C@@H:22]([CH3:26])[CH2:23][O:24][CH3:25])[CH:20]=1)[C:5]([NH:7][C:8]1[N:13]=[CH:12][C:11]([C:14]([O:16][CH3:17])=[O:15])=[CH:10][CH:9]=1)=[O:6].[CH3:27][C@@H:28](O)[CH2:29][C:30]1[O:31][CH:32]=[CH:33][CH:34]=1.C1(P(C2C=CC=CC=2)C2C=CC=CC=2)C=CC=CC=1.N(C(OC(C)C)=O)=NC(OC(C)C)=O. (2) Given the product [N+:1]([C:4]1[CH:9]=[CH:8][C:7]([O:10][CH:18]2[CH2:22][CH2:21][O:20][C:19]2=[O:23])=[CH:6][CH:5]=1)([O-:3])=[O:2], predict the reactants needed to synthesize it. The reactants are: [N+:1]([C:4]1[CH:9]=[CH:8][C:7]([OH:10])=[CH:6][CH:5]=1)([O-:3])=[O:2].C([O-])([O-])=O.[K+].[K+].Br[CH:18]1[CH2:22][CH2:21][O:20][C:19]1=[O:23]. (3) The reactants are: [BH4-].[Na+].[NH2:3][C:4]1[CH:9]=[CH:8][CH:7]=[C:6]([Cl:10])[C:5]=1[C:11](=O)[CH3:12].[C:14]([S-:16])#[N:15].[K+].Cl. Given the product [Cl:10][C:6]1[CH:7]=[CH:8][CH:9]=[C:4]2[C:5]=1[CH:11]([CH3:12])[NH:15][C:14](=[S:16])[NH:3]2, predict the reactants needed to synthesize it. (4) Given the product [CH2:22]([N:17]1[CH2:16][CH2:15][N:14]([C:4]2[N:5]=[C:6]([CH2:8][C:9]3[CH:13]=[CH:12][S:11][CH:10]=3)[NH:7][C:2](=[O:1])[C:3]=2[C:20]#[N:21])[CH2:19][CH2:18]1)[CH3:23], predict the reactants needed to synthesize it. The reactants are: [O:1]=[C:2]1[NH:7][C:6]([CH2:8][C:9]2[CH:13]=[CH:12][S:11][CH:10]=2)=[N:5][C:4]([N:14]2[CH2:19][CH2:18][NH:17][CH2:16][CH2:15]2)=[C:3]1[C:20]#[N:21].[CH2:22](N(CC)CC)[CH3:23].BrCC.